Task: Predict the reactants needed to synthesize the given product.. Dataset: Full USPTO retrosynthesis dataset with 1.9M reactions from patents (1976-2016) (1) The reactants are: [CH2:1]([O:3][C:4]([C:6]1[C:7]([OH:27])=[C:8]2[C:15]([Br:16])=[C:14]([Br:17])[N:13]([CH2:18][C:19]3[CH:24]=[CH:23][C:22]([O:25][CH3:26])=[CH:21][CH:20]=3)[C:9]2=[C:10](Br)[N:11]=1)=[O:5])[CH3:2].[C:28]([Cu])#[N:29]. Given the product [CH2:1]([O:3][C:4]([C:6]1[C:7]([OH:27])=[C:8]2[C:15]([Br:16])=[C:14]([Br:17])[N:13]([CH2:18][C:19]3[CH:24]=[CH:23][C:22]([O:25][CH3:26])=[CH:21][CH:20]=3)[C:9]2=[C:10]([C:28]#[N:29])[N:11]=1)=[O:5])[CH3:2], predict the reactants needed to synthesize it. (2) Given the product [N:18]1[CH:17]=[C:16]([N:5]2[CH2:6][C@@H:1]3[CH2:7][C@H:4]2[CH2:3][N:2]3[C:8]([O:10][C:11]([CH3:14])([CH3:13])[CH3:12])=[O:9])[CH:21]=[N:20][CH:19]=1, predict the reactants needed to synthesize it. The reactants are: [C@H:1]12[CH2:7][C@H:4]([NH:5][CH2:6]1)[CH2:3][N:2]2[C:8]([O:10][C:11]([CH3:14])([CH3:13])[CH3:12])=[O:9].Br[C:16]1[CH:17]=[N:18][CH:19]=[N:20][CH:21]=1. (3) The reactants are: FC(F)(F)C(O)=O.[NH:8]1[C:12]2[CH2:13][CH2:14][NH:15][CH2:16][CH2:17][C:11]=2[N:10]=[C:9]1[C:18]1[C:19]([CH3:41])=[CH:20][C:21]([CH3:40])=[C:22]([CH:39]=1)[C:23]([N:25]1[CH2:30][CH2:29][CH:28]([C:31]2[CH:38]=[CH:37][C:34]([C:35]#[N:36])=[CH:33][CH:32]=2)[CH2:27][CH2:26]1)=[O:24].I[CH:43]([CH3:45])[CH3:44].CCN(C(C)C)C(C)C. Given the product [CH:43]([N:15]1[CH2:14][CH2:13][C:12]2[N:8]=[C:9]([C:18]3[C:19]([CH3:41])=[CH:20][C:21]([CH3:40])=[C:22]([CH:39]=3)[C:23]([N:25]3[CH2:26][CH2:27][CH:28]([C:31]4[CH:32]=[CH:33][C:34]([C:35]#[N:36])=[CH:37][CH:38]=4)[CH2:29][CH2:30]3)=[O:24])[NH:10][C:11]=2[CH2:17][CH2:16]1)([CH3:45])[CH3:44], predict the reactants needed to synthesize it. (4) Given the product [C:45]1([CH:40]2[CH2:39][C:38]3[C:42](=[CH:43][CH:44]=[C:36]([O:35][C:34]4[C:51]([NH2:59])=[CH:52][C:53]([C:55]([F:57])([F:58])[F:56])=[CH:54][C:33]=4[NH2:30])[CH:37]=3)[CH2:41]2)[CH:50]=[CH:49][CH:48]=[CH:47][CH:46]=1, predict the reactants needed to synthesize it. The reactants are: C1(C2CCC3C(=CC=C(OC4C(N)=CC(C(F)(F)F)=CC=4N)C=3)O2)C=CC=CC=1.[N+:30]([C:33]1[CH:54]=[C:53]([C:55]([F:58])([F:57])[F:56])[CH:52]=[C:51]([N+:59]([O-])=O)[C:34]=1[O:35][C:36]1[CH:37]=[C:38]2[C:42](=[CH:43][CH:44]=1)[CH2:41][CH:40]([C:45]1[CH:50]=[CH:49][CH:48]=[CH:47][CH:46]=1)[CH2:39]2)([O-])=O. (5) Given the product [O:3]1[CH2:4][CH2:5][O:1][CH:2]1[CH2:6][CH2:7][CH2:8][CH2:9][O:10][C:11]1[CH:12]=[CH:13][C:14]([C:15]([NH:55][C:56]2[CH:57]=[C:58]([C:62]([OH:80])([C:74]3[CH:75]=[CH:76][CH:77]=[CH:78][CH:79]=3)[C:63]([O:65][C@@H:66]3[CH:71]4[CH2:70][CH2:69][N:68]([CH2:73][CH2:72]4)[CH2:67]3)=[O:64])[CH:59]=[CH:60][CH:61]=2)=[O:17])=[CH:18][CH:19]=1, predict the reactants needed to synthesize it. The reactants are: [O:1]1[CH2:5][CH2:4][O:3][CH:2]1[CH2:6][CH2:7][CH2:8][CH2:9][O:10][C:11]1[CH:19]=[CH:18][C:14]([C:15]([OH:17])=O)=[CH:13][CH:12]=1.CN(C(ON1N=NC2C=CC=NC1=2)=[N+](C)C)C.F[P-](F)(F)(F)(F)F.CCN(C(C)C)C(C)C.Cl.Cl.[NH2:55][C:56]1[CH:57]=[C:58]([C:62]([OH:80])([C:74]2[CH:79]=[CH:78][CH:77]=[CH:76][CH:75]=2)[C:63]([O:65][C@@H:66]2[CH:71]3[CH2:72][CH2:73][N:68]([CH2:69][CH2:70]3)[CH2:67]2)=[O:64])[CH:59]=[CH:60][CH:61]=1. (6) The reactants are: [C:1](Cl)(=[O:5])[C:2](Cl)=[O:3].C(Cl)(Cl)Cl.[F:11][C:12]1[CH:13]=[C:14]([C@H:19]2[NH:23][C@@H:22]([C:24]([OH:27])([CH3:26])[CH3:25])[CH2:21][CH2:20]2)[CH:15]=[CH:16][C:17]=1[F:18].N1C=CC=CC=1. Given the product [F:11][C:12]1[CH:13]=[C:14]([C@H:19]2[N:23]3[C@@H:22]([C:24]([CH3:25])([CH3:26])[O:27][C:1](=[O:5])[C:2]3=[O:3])[CH2:21][CH2:20]2)[CH:15]=[CH:16][C:17]=1[F:18], predict the reactants needed to synthesize it. (7) The reactants are: [C:1]1([N:7]([C:17]2[CH:22]=[CH:21][CH:20]=[CH:19][CH:18]=2)[C:8]2[C:13]([OH:14])=[C:12]([CH:15]=O)[CH:11]=[CH:10][N:9]=2)[CH:6]=[CH:5][CH:4]=[CH:3][CH:2]=1.C(O)C(F)(F)F.[Cl:29][C:30]1[CH:31]=[C:32]([CH:34]=[CH:35][C:36]=1[F:37])[NH2:33]. Given the product [Cl:29][C:30]1[CH:31]=[C:32]([N:33]=[CH:15][C:12]2[CH:11]=[CH:10][N:9]=[C:8]([N:7]([C:17]3[CH:22]=[CH:21][CH:20]=[CH:19][CH:18]=3)[C:1]3[CH:6]=[CH:5][CH:4]=[CH:3][CH:2]=3)[C:13]=2[OH:14])[CH:34]=[CH:35][C:36]=1[F:37], predict the reactants needed to synthesize it. (8) Given the product [CH2:1]([O:3][C:4]([C:6]1([C:9]2[CH:14]=[CH:13][C:12]([C:15]3[CH:20]=[CH:19][C:18]([C:21]4[O:25][N:24]=[C:23]([CH3:26])[C:22]=4[CH:27]([OH:28])[CH2:29][NH:37][CH2:30][C:31]4[CH:36]=[CH:35][CH:34]=[CH:33][CH:32]=4)=[CH:17][CH:16]=3)=[CH:11][CH:10]=2)[CH2:7][CH2:8]1)=[O:5])[CH3:2], predict the reactants needed to synthesize it. The reactants are: [CH2:1]([O:3][C:4]([C:6]1([C:9]2[CH:14]=[CH:13][C:12]([C:15]3[CH:20]=[CH:19][C:18]([C:21]4[O:25][N:24]=[C:23]([CH3:26])[C:22]=4[CH:27]4[CH2:29][O:28]4)=[CH:17][CH:16]=3)=[CH:11][CH:10]=2)[CH2:8][CH2:7]1)=[O:5])[CH3:2].[CH2:30]([NH2:37])[C:31]1[CH:36]=[CH:35][CH:34]=[CH:33][CH:32]=1.CN1CCCC1.